This data is from Forward reaction prediction with 1.9M reactions from USPTO patents (1976-2016). The task is: Predict the product of the given reaction. (1) Given the reactants Cl.[CH:2]([N:5]1[C:13]2[C:8](=[CH:9][C:10]([C:14]3[O:18][N:17]=[C:16]([C:19]4[CH:28]=[CH:27][CH:26]=[C:25]5[C:20]=4[CH2:21][CH2:22][CH2:23][CH:24]5[NH2:29])[N:15]=3)=[CH:11][CH:12]=2)[CH:7]=[CH:6]1)([CH3:4])[CH3:3].[C:30](Cl)(=[O:32])[CH3:31], predict the reaction product. The product is: [CH:2]([N:5]1[C:13]2[C:8](=[CH:9][C:10]([C:14]3[O:18][N:17]=[C:16]([C:19]4[CH:28]=[CH:27][CH:26]=[C:25]5[C:20]=4[CH2:21][CH2:22][CH2:23][CH:24]5[NH:29][C:30](=[O:32])[CH3:31])[N:15]=3)=[CH:11][CH:12]=2)[CH:7]=[CH:6]1)([CH3:4])[CH3:3]. (2) Given the reactants [CH3:1][N:2]1[C:6]2[CH:7]=[CH:8][C:9]([C:11](O)=[O:12])=[CH:10][C:5]=2[N:4]=[C:3]1[NH:14][C:15]1[S:16][C:17]2[CH:23]=[C:22]([O:24][C:25]([F:28])([F:27])[F:26])[CH:21]=[CH:20][C:18]=2[N:19]=1.[NH2:29][CH2:30][CH2:31][N:32]1[CH2:37][CH2:36][CH2:35][CH:34]([OH:38])[CH2:33]1.CN(C(ON1N=NC2C=CC=CC1=2)=[N+](C)C)C.F[P-](F)(F)(F)(F)F.CCN(C(C)C)C(C)C, predict the reaction product. The product is: [OH:38][CH:34]1[CH2:35][CH2:36][CH2:37][N:32]([CH2:31][CH2:30][NH:29][C:11]([C:9]2[CH:8]=[CH:7][C:6]3[N:2]([CH3:1])[C:3]([NH:14][C:15]4[S:16][C:17]5[CH:23]=[C:22]([O:24][C:25]([F:27])([F:26])[F:28])[CH:21]=[CH:20][C:18]=5[N:19]=4)=[N:4][C:5]=3[CH:10]=2)=[O:12])[CH2:33]1. (3) The product is: [CH2:1]([C:5]1[CH:10]=[CH:9][C:8]([CH:11]([CH3:27])[C:12]([O:14][CH:15]([CH2:16][OH:17])[CH2:20][OH:19])=[O:13])=[CH:7][CH:6]=1)[CH:2]([CH3:4])[CH3:3]. Given the reactants [CH2:1]([C:5]1[CH:10]=[CH:9][C:8]([CH:11]([CH3:27])[C:12]([O:14][CH:15]2[CH2:20][O:19]C(C3C=CC=CC=3)[O:17][CH2:16]2)=[O:13])=[CH:7][CH:6]=1)[CH:2]([CH3:4])[CH3:3], predict the reaction product. (4) Given the reactants [C:1]([O:5][C:6]([N:8]1[CH2:13][CH2:12][CH:11]([N:14]2[C:18]3=[N:19][CH:20]=[N:21][C:22](Cl)=[C:17]3[CH:16]=[N:15]2)[CH2:10][CH2:9]1)=[O:7])([CH3:4])([CH3:3])[CH3:2].[OH:24][C:25]1[C:26]([CH3:31])=[N:27][CH:28]=[CH:29][CH:30]=1.C(=O)([O-])[O-].[K+].[K+], predict the reaction product. The product is: [C:1]([O:5][C:6]([N:8]1[CH2:13][CH2:12][CH:11]([N:14]2[C:18]3=[N:19][CH:20]=[N:21][C:22]([O:24][C:25]4[C:26]([CH3:31])=[N:27][CH:28]=[CH:29][CH:30]=4)=[C:17]3[CH:16]=[N:15]2)[CH2:10][CH2:9]1)=[O:7])([CH3:4])([CH3:3])[CH3:2]. (5) Given the reactants C(O)(=O)C(O)=O.[NH2:7][CH2:8][CH:9]([OH:17])[CH2:10][C:11]1[CH:16]=[CH:15][N:14]=[CH:13][CH:12]=1.[H-].[Na+].[O:20]1[C:24]2[CH:25]=[CH:26][CH:27]=[CH:28][C:23]=2[CH:22]=[C:21]1[C:29]1[N:33]2[N:34]=[C:35](Cl)[CH:36]=[CH:37][C:32]2=[N:31][CH:30]=1, predict the reaction product. The product is: [O:20]1[C:24]2[CH:25]=[CH:26][CH:27]=[CH:28][C:23]=2[CH:22]=[C:21]1[C:29]1[N:33]2[N:34]=[C:35]([O:17][CH:9]([CH2:10][C:11]3[CH:12]=[CH:13][N:14]=[CH:15][CH:16]=3)[CH2:8][NH2:7])[CH:36]=[CH:37][C:32]2=[N:31][CH:30]=1. (6) Given the reactants [CH3:1][O:2][C:3](=[O:27])[C:4]1[CH:9]=[C:8]([C:10](O)([CH3:12])[CH3:11])[C:7]([NH:14][CH:15]=O)=[C:6]([F:17])[C:5]=1[NH:18][C:19]1[CH:24]=[CH:23][C:22]([Br:25])=[CH:21][C:20]=1[F:26], predict the reaction product. The product is: [CH3:1][O:2][C:3]([C:4]1[CH:9]=[C:8]2[C:7](=[C:6]([F:17])[C:5]=1[NH:18][C:19]1[CH:24]=[CH:23][C:22]([Br:25])=[CH:21][C:20]=1[F:26])[N:14]=[CH:15][CH:11]=[C:10]2[CH3:12])=[O:27].